Dataset: Full USPTO retrosynthesis dataset with 1.9M reactions from patents (1976-2016). Task: Predict the reactants needed to synthesize the given product. Given the product [CH2:1]([N:8]1[CH2:13][CH2:12][C:11]2([C:15]3[CH:20]=[CH:19][CH:18]=[CH:17][C:16]=3[CH2:21][O:22]2)[CH2:10][CH2:9]1)[C:2]1[CH:3]=[CH:4][CH:5]=[CH:6][CH:7]=1, predict the reactants needed to synthesize it. The reactants are: [CH2:1]([N:8]1[CH2:13][CH2:12][C:11]([C:15]2[CH:20]=[CH:19][CH:18]=[CH:17][C:16]=2[CH2:21][OH:22])(O)[CH2:10][CH2:9]1)[C:2]1[CH:7]=[CH:6][CH:5]=[CH:4][CH:3]=1.C(N(CC)CC)C.CS(Cl)(=O)=O.O.